Dataset: Reaction yield outcomes from USPTO patents with 853,638 reactions. Task: Predict the reaction yield, written as a fraction of the theoretical maximum amount of product (1.0 means a 100% yield; for example, 0.34 means a 34% yield). (1) The reactants are O.[OH-].[Na+].C[O:5][C:6]([C:8]1([C:13]2[CH:18]=[CH:17][C:16]([NH:19][C:20]3[N:25]=[C:24]([NH:26][CH2:27][CH:28]4[CH2:30][CH2:29]4)[CH:23]=[C:22]([C:31]4[CH:36]=[CH:35][C:34]([F:37])=[CH:33][CH:32]=4)[N:21]=3)=[CH:15][CH:14]=2)[CH2:12][CH2:11][CH2:10][CH2:9]1)=[O:7]. The catalyst is CO. The product is [CH:28]1([CH2:27][NH:26][C:24]2[CH:23]=[C:22]([C:31]3[CH:32]=[CH:33][C:34]([F:37])=[CH:35][CH:36]=3)[N:21]=[C:20]([NH:19][C:16]3[CH:17]=[CH:18][C:13]([C:8]4([C:6]([OH:7])=[O:5])[CH2:9][CH2:10][CH2:11][CH2:12]4)=[CH:14][CH:15]=3)[N:25]=2)[CH2:30][CH2:29]1. The yield is 0.540. (2) The reactants are [BH4-].[Na+].[Br:3][C:4]1[CH:24]=[C:7]2[N:8]=[C:9]([C:16]3[C:17]([CH3:23])=[N:18][N:19]([CH2:21]C)[CH:20]=3)[CH:10]=[C:11]([C:12]([F:15])([F:14])[F:13])[N:6]2[N:5]=1.Cl. The catalyst is C(O)C. The product is [Br:3][C:4]1[CH:24]=[C:7]2[NH:8][CH:9]([C:16]3[C:17]([CH3:23])=[N:18][N:19]([CH3:21])[CH:20]=3)[CH2:10][CH:11]([C:12]([F:13])([F:14])[F:15])[N:6]2[N:5]=1. The yield is 0.747. (3) The reactants are [Br:1][C:2]1[C:10]2[O:9][CH2:8][C:7]([CH3:12])([CH3:11])[C:6]=2[CH:5]=[C:4]([C:13]([OH:15])=O)[CH:3]=1.Cl.[CH3:17][NH:18][CH3:19]. No catalyst specified. The product is [CH3:17][N:18]([CH3:19])[C:13]([C:4]1[CH:3]=[C:2]([Br:1])[C:10]2[O:9][CH2:8][C:7]([CH3:12])([CH3:11])[C:6]=2[CH:5]=1)=[O:15]. The yield is 0.450. (4) The reactants are [CH3:1][O:2][C:3]1[CH:4]=[C:5]2[C:10](=[CH:11][C:12]=1[O:13][CH3:14])[N:9]=[CH:8][CH:7]=[C:6]2[O:15][C:16]1[CH:22]=[CH:21][C:19]([NH2:20])=[C:18]([CH3:23])[C:17]=1[CH3:24].ClC(Cl)(O[C:29](=[O:35])[O:30][C:31](Cl)(Cl)Cl)Cl.[O:37]1[CH2:42][CH2:41]C(O)[CH2:39][CH2:38]1.C(=O)(O)[O-].[Na+]. The catalyst is C(Cl)Cl.C(N(CC)CC)C.C1(C)C=CC=CC=1. The product is [CH3:1][O:2][C:3]1[CH:4]=[C:5]2[C:10](=[CH:11][C:12]=1[O:13][CH3:14])[N:9]=[CH:8][CH:7]=[C:6]2[O:15][C:16]1[CH:22]=[CH:21][C:19]([NH:20][C:29](=[O:35])[O:30][CH:31]2[CH2:41][CH2:42][O:37][CH2:38][CH2:39]2)=[C:18]([CH3:23])[C:17]=1[CH3:24]. The yield is 0.340. (5) The reactants are C(=O)([O-])[O-].[Cs+].[Cs+].C1(C2C3C(=CC=CC=3)C=CC=2)C2C(=CC=CC=2)C=CC=1P(C(C)(C)C)C(C)(C)C.[CH2:36]([OH:43])[C:37]1[CH:42]=[CH:41][CH:40]=[CH:39][CH:38]=1.[C:44]([C:48]1[N:53]=[N:52][C:51]([O:54][CH3:55])=[C:50](I)[CH:49]=1)([CH3:47])([CH3:46])[CH3:45]. The catalyst is C1(C)C=CC=CC=1.C([O-])(=O)C.[Pd+2].C([O-])(=O)C. The product is [CH2:36]([O:43][C:50]1[CH:49]=[C:48]([C:44]([CH3:45])([CH3:47])[CH3:46])[N:53]=[N:52][C:51]=1[O:54][CH3:55])[C:37]1[CH:42]=[CH:41][CH:40]=[CH:39][CH:38]=1. The yield is 0.410. (6) The reactants are [CH:1]1([CH2:6][CH:7]([C:11]2[CH:16]=[CH:15][C:14]([C:17]3[C:26]4[C:21](=[CH:22][CH:23]=[CH:24][CH:25]=4)[CH:20]=[CH:19][CH:18]=3)=[CH:13][CH:12]=2)[C:8](O)=[O:9])[CH2:5][CH2:4][CH2:3][CH2:2]1.CN(C(ON1N=NC2C1=CC=CC=2)=[N+](C)C)C.F[P-](F)(F)(F)(F)F.C(N(CC)C(C)C)(C)C.[NH2:60][C:61]1[S:62][CH:63]=[CH:64][N:65]=1. The catalyst is CN(C)C=O.C(OCC)(=O)C.O. The product is [CH:1]1([CH2:6][CH:7]([C:11]2[CH:12]=[CH:13][C:14]([C:17]3[C:26]4[C:25](=[CH:24][CH:23]=[CH:22][CH:21]=4)[CH:20]=[CH:19][CH:18]=3)=[CH:15][CH:16]=2)[C:8]([NH:60][C:61]2[S:62][CH:63]=[CH:64][N:65]=2)=[O:9])[CH2:5][CH2:4][CH2:3][CH2:2]1. The yield is 0.740. (7) The reactants are [Cl:1][C:2]1[N:7]=C(NCC2C=CC=CC=2)C([N+]([O-])=O)=[CH:4][N:3]=1.NC1[CH:21]=[C:22]([CH:26]=[CH:27][CH:28]=1)[C:23](N)=O.CC[N:31]([CH2:34][CH3:35])[CH2:32][CH3:33].[CH3:36]O. The catalyst is CN(C=O)C. The product is [Cl:1][C:2]1[N:7]=[C:34]([NH:31][C:32]2[C:33]([CH3:36])=[CH:21][C:22]([CH3:23])=[CH:26][C:27]=2[CH3:28])[CH:35]=[CH:4][N:3]=1. The yield is 0.770. (8) The reactants are [CH:1]1([CH2:6][C@H:7]([CH2:11][OH:12])[C:8]([OH:10])=O)[CH2:5][CH2:4][CH2:3][CH2:2]1.Cl.[CH2:14]([O:21][NH2:22])[C:15]1[CH:20]=[CH:19][CH:18]=[CH:17][CH:16]=1.Cl.CN(C)CCCN=C=NCC.Cl. The catalyst is CN(C)C1C=CN=CC=1.ClCCl. The product is [CH:1]1([CH2:6][C@H:7]([CH2:11][OH:12])[C:8]([NH:22][O:21][CH2:14][C:15]2[CH:20]=[CH:19][CH:18]=[CH:17][CH:16]=2)=[O:10])[CH2:2][CH2:3][CH2:4][CH2:5]1. The yield is 0.650.